This data is from Forward reaction prediction with 1.9M reactions from USPTO patents (1976-2016). The task is: Predict the product of the given reaction. (1) Given the reactants C([C:8]1[CH:16]=[CH:15][C:11]([C:12](O)=[O:13])=[CH:10][C:9]=1[C:17]([NH:19][C:20]1[CH:25]=[C:24]([C:26]([F:29])([F:28])[F:27])[CH:23]=[C:22]([C:30]([F:33])([F:32])[F:31])[CH:21]=1)=[O:18])C1C=CC=CC=1.[NH:34]1[CH2:39][CH2:38][CH2:37][CH2:36][CH2:35]1, predict the reaction product. The product is: [CH2:12]([O:13][C:10]1[C:11]([C:12]([N:34]2[CH2:39][CH2:38][CH2:37][CH2:36][CH2:35]2)=[O:13])=[CH:15][CH:16]=[CH:8][C:9]=1[C:17]([NH:19][C:20]1[CH:25]=[C:24]([C:26]([F:28])([F:27])[F:29])[CH:23]=[C:22]([C:30]([F:31])([F:32])[F:33])[CH:21]=1)=[O:18])[C:11]1[CH:15]=[CH:16][CH:8]=[CH:9][CH:10]=1. (2) The product is: [F:22][C:2]([F:1])([F:21])[C:3]1[C:16]2[C:7](=[CH:8][C:9]3[CH2:10][CH2:11][CH:12]([CH3:19])[N:13]([CH2:26][C:27]([F:28])([F:29])[F:30])[C:14]=3[CH:15]=2)[NH:6][C:5](=[O:20])[CH:4]=1. Given the reactants [F:1][C:2]([F:22])([F:21])[C:3]1[C:16]2[C:7](=[CH:8][C:9]3[CH2:10][CH2:11][CH:12]([CH3:19])[N:13](CC)[C:14]=3[CH:15]=2)[NH:6][C:5](=[O:20])[CH:4]=1.C(O[CH:26](O)[C:27]([F:30])([F:29])[F:28])C, predict the reaction product. (3) Given the reactants [N+:1]([C:4]1[CH:5]=[C:6]2[C:11](=[CH:12][CH:13]=1)[NH:10][C:9]([C:14]([O:16][CH3:17])=[O:15])=[CH:8][C:7]2=O)([O-:3])=[O:2].ClS([N:23]=C=O)(=O)=O.CO, predict the reaction product. The product is: [NH2:23][C:7]1[C:6]2[C:11](=[CH:12][CH:13]=[C:4]([N+:1]([O-:3])=[O:2])[CH:5]=2)[N:10]=[C:9]([C:14]([O:16][CH3:17])=[O:15])[CH:8]=1. (4) Given the reactants [Cl:1][C:2]1[CH:3]=[CH:4][C:5]([C:8](OC)=[O:9])=[N:6][CH:7]=1.[BH4-].[Na+].O.CCOC(C)=O, predict the reaction product. The product is: [Cl:1][C:2]1[CH:3]=[CH:4][C:5]([CH2:8][OH:9])=[N:6][CH:7]=1. (5) Given the reactants [C:1]1([CH:8]=[CH:7][C:5]([OH:6])=[CH:4][CH:3]=1)[OH:2].ClCCl.[S:12](=O)(=[O:15])([OH:14])[OH:13].C(C(CCCC)C([O-])=O)C.[K+:27], predict the reaction product. The product is: [K+:27].[OH:2][C:1]1[CH:8]=[CH:7][C:5]([OH:6])=[CH:4][C:3]=1[S:12]([O-:15])(=[O:14])=[O:13].